From a dataset of Forward reaction prediction with 1.9M reactions from USPTO patents (1976-2016). Predict the product of the given reaction. (1) The product is: [C:16]([O:20][C:21](=[O:41])[NH:22][C@@H:23]1[C:31]2[C:26](=[C:27]([C:2]3[S:6][C:5]([C:7]4[CH:8]=[CH:9][C:10]([F:15])=[C:11]([C:12]#[N:13])[CH:14]=4)=[N:4][N:3]=3)[CH:28]=[CH:29][CH:30]=2)[CH2:25][CH2:24]1)([CH3:19])([CH3:17])[CH3:18]. Given the reactants Br[C:2]1[S:6][C:5]([C:7]2[CH:8]=[CH:9][C:10]([F:15])=[C:11]([CH:14]=2)[C:12]#[N:13])=[N:4][N:3]=1.[C:16]([O:20][C:21](=[O:41])[NH:22][C@@H:23]1[C:31]2[C:26](=[C:27](B3OC(C)(C)C(C)(C)O3)[CH:28]=[CH:29][CH:30]=2)[CH2:25][CH2:24]1)([CH3:19])([CH3:18])[CH3:17].C(=O)([O-])[O-].[K+].[K+].N#N, predict the reaction product. (2) Given the reactants Cl[C:2]1[N:7]=[CH:6][N:5]=[C:4]([NH2:8])[C:3]=1[C:9]1[CH:13]=[CH:12][O:11][N:10]=1.[NH2:14][C@H:15]([C:18]1[N:27]([CH:28]2[CH2:30][CH2:29]2)[C:26](=[O:31])[C:25]2[C:20](=[CH:21][CH:22]=[CH:23][C:24]=2[Cl:32])[N:19]=1)[CH2:16][CH3:17].C(N(CC)C(C)C)(C)C, predict the reaction product. The product is: [NH2:8][C:4]1[N:5]=[CH:6][N:7]=[C:2]([NH:14][C@H:15]([C:18]2[N:27]([CH:28]3[CH2:29][CH2:30]3)[C:26](=[O:31])[C:25]3[C:20](=[CH:21][CH:22]=[CH:23][C:24]=3[Cl:32])[N:19]=2)[CH2:16][CH3:17])[C:3]=1[C:9]1[CH:13]=[CH:12][O:11][N:10]=1. (3) Given the reactants Cl[C:2]1[C:7]([CH:8]=[O:9])=[CH:6][N:5]=[C:4]2[N:10]([Si](C(C)C)(C(C)C)C(C)C)[CH:11]=[CH:12][C:3]=12.[CH2:23]([NH2:25])[CH3:24], predict the reaction product. The product is: [CH2:23]([NH:25][C:2]1[C:7]([CH:8]=[O:9])=[CH:6][N:5]=[C:4]2[NH:10][CH:11]=[CH:12][C:3]=12)[CH3:24]. (4) Given the reactants [CH:1]1([CH2:6][CH:7]([C:16]2[NH:20][C:19]([C:21]3[N:26]=[CH:25][C:24]([CH:27]([OH:30])[CH2:28][OH:29])=[CH:23][CH:22]=3)=[CH:18][CH:17]=2)[C:8]2[CH:13]=[CH:12][C:11](SC)=[CH:10][N:9]=2)[CH2:5][CH2:4][CH2:3][CH2:2]1.O1CCC[CH2:32]1.O.O[O:38][S:39]([O-:41])=O.[K+], predict the reaction product. The product is: [CH:1]1([CH2:6][CH:7]([C:16]2[NH:20][C:19]([C:21]3[N:26]=[CH:25][C:24]([CH:27]([OH:30])[CH2:28][OH:29])=[CH:23][CH:22]=3)=[CH:18][CH:17]=2)[C:8]2[CH:13]=[CH:12][C:11]([S:39]([CH3:32])(=[O:41])=[O:38])=[CH:10][N:9]=2)[CH2:5][CH2:4][CH2:3][CH2:2]1. (5) Given the reactants [CH3:1][O:2][C:3](=[O:17])[CH2:4][C:5]1[C:6]([F:16])=[C:7]2[C:12](=[CH:13][C:14]=1[F:15])[N:11]=[CH:10][CH:9]=[CH:8]2.[Br:18]Br.N1C=CC=CC=1, predict the reaction product. The product is: [CH3:1][O:2][C:3](=[O:17])[CH2:4][C:5]1[C:6]([F:16])=[C:7]2[C:12](=[CH:13][C:14]=1[F:15])[N:11]=[CH:10][C:9]([Br:18])=[CH:8]2.